This data is from Peptide-MHC class II binding affinity with 134,281 pairs from IEDB. The task is: Regression. Given a peptide amino acid sequence and an MHC pseudo amino acid sequence, predict their binding affinity value. This is MHC class II binding data. (1) The peptide sequence is DVFYNGAYFVSSGKY. The MHC is HLA-DQA10101-DQB10501 with pseudo-sequence HLA-DQA10101-DQB10501. The binding affinity (normalized) is 0.195. (2) The peptide sequence is LISWGHYPLHLRYYR. The MHC is HLA-DQA10401-DQB10402 with pseudo-sequence HLA-DQA10401-DQB10402. The binding affinity (normalized) is 0. (3) The peptide sequence is GKGEWMTTEDMLEVW. The MHC is DRB3_0202 with pseudo-sequence DRB3_0202. The binding affinity (normalized) is 0. (4) The peptide sequence is PSEPWNTGHDWILAD. The MHC is HLA-DQA10102-DQB10501 with pseudo-sequence HLA-DQA10102-DQB10501. The binding affinity (normalized) is 0.262. (5) The MHC is DRB4_0101 with pseudo-sequence DRB4_0103. The peptide sequence is ASYASPSLQTLIAVS. The binding affinity (normalized) is 0.391.